This data is from Reaction yield outcomes from USPTO patents with 853,638 reactions. The task is: Predict the reaction yield, written as a fraction of the theoretical maximum amount of product (1.0 means a 100% yield; for example, 0.34 means a 34% yield). (1) The reactants are [NH2:1][C:2]1[N:7]=[CH:6][C:5]([C:8]2[CH:13]=[CH:12][C:11]([C:14]([N:16]3[CH2:20][CH2:19][CH2:18][C@@H:17]3[CH2:21][N:22]3[CH2:26][CH2:25][CH2:24][CH2:23]3)=[O:15])=[CH:10][CH:9]=2)=[CH:4][C:3]=1[O:27]CC1C=CC=CC=1. The catalyst is CO.[Pd]. The product is [NH2:1][C:2]1[N:7]=[CH:6][C:5]([C:8]2[CH:9]=[CH:10][C:11]([C:14]([N:16]3[CH2:20][CH2:19][CH2:18][C@@H:17]3[CH2:21][N:22]3[CH2:26][CH2:25][CH2:24][CH2:23]3)=[O:15])=[CH:12][CH:13]=2)=[CH:4][C:3]=1[OH:27]. The yield is 0.950. (2) The reactants are [N:1]([CH:4]1[CH:8]([CH3:9])[CH2:7][CH:6]([NH:10][S:11]([CH:14]2[CH2:16][CH2:15]2)(=[O:13])=[O:12])[CH2:5]1)=C=O.[Li+].[OH-]. The catalyst is C1COCC1. The product is [NH2:1][CH:4]1[CH:8]([CH3:9])[CH2:7][CH:6]([NH:10][S:11]([CH:14]2[CH2:15][CH2:16]2)(=[O:13])=[O:12])[CH2:5]1. The yield is 0.740.